From a dataset of Catalyst prediction with 721,799 reactions and 888 catalyst types from USPTO. Predict which catalyst facilitates the given reaction. (1) Reactant: [H-].[Na+].[C:3]([N:10]1[CH2:15][CH2:14][CH:13]([CH2:16][CH2:17][OH:18])[CH2:12][CH2:11]1)([O:5][C:6]([CH3:9])([CH3:8])[CH3:7])=[O:4].[CH3:19][O:20][C:21]1[CH:22]=[C:23]([CH:41]=[CH:42][CH:43]=1)[CH2:24][NH:25][C:26]([C:28]1[NH:37][C:36](=[O:38])[C:35]2[C:30](=[CH:31][CH:32]=[C:33]([F:40])[C:34]=2F)[N:29]=1)=[O:27].Cl. Product: [F:40][C:33]1[C:34]([O:18][CH2:17][CH2:16][CH:13]2[CH2:14][CH2:15][N:10]([C:3]([O:5][C:6]([CH3:9])([CH3:8])[CH3:7])=[O:4])[CH2:11][CH2:12]2)=[C:35]2[C:30](=[CH:31][CH:32]=1)[N:29]=[C:28]([C:26]([NH:25][CH2:24][C:23]1[CH:41]=[CH:42][CH:43]=[C:21]([O:20][CH3:19])[CH:22]=1)=[O:27])[NH:37][C:36]2=[O:38]. The catalyst class is: 675. (2) Reactant: [C:1]([O:5][C:6]([NH:8][CH2:9][CH2:10][N:11]([C:19]1[CH:24]=[CH:23][CH:22]=[C:21]([N+:25]([O-])=O)[CH:20]=1)[C:12](=[O:18])[O:13][C:14]([CH3:17])([CH3:16])[CH3:15])=[O:7])([CH3:4])([CH3:3])[CH3:2]. Product: [C:14]([O:13][C:12](=[O:18])[N:11]([C:19]1[CH:24]=[CH:23][CH:22]=[C:21]([NH2:25])[CH:20]=1)[CH2:10][CH2:9][NH:8][C:6]([O:5][C:1]([CH3:3])([CH3:4])[CH3:2])=[O:7])([CH3:15])([CH3:16])[CH3:17]. The catalyst class is: 129. (3) Reactant: [C:1]([O:5][C:6]([N:8]1[CH2:13][CH2:12][CH:11]([C:14]2[C:22]3[C:17](=[N:18][CH:19]=[CH:20][CH:21]=3)[NH:16][CH:15]=2)[CH2:10][CH2:9]1)=[O:7])([CH3:4])([CH3:3])[CH3:2].[H-].[Na+].Br[CH2:26][C:27]1[CH:31]=[CH:30][O:29][CH:28]=1. Product: [C:1]([O:5][C:6]([N:8]1[CH2:9][CH2:10][CH:11]([C:14]2[C:22]3[C:17](=[N:18][CH:19]=[CH:20][CH:21]=3)[N:16]([CH2:26][C:27]3[CH:31]=[CH:30][O:29][CH:28]=3)[CH:15]=2)[CH2:12][CH2:13]1)=[O:7])([CH3:4])([CH3:2])[CH3:3]. The catalyst class is: 369. (4) Reactant: Cl[C:2]1[C:3](=[O:36])[N:4]([C:29]2[N:30]=[N:31][C:32]([CH3:35])=[CH:33][CH:34]=2)[C@H:5]([C:18]2[CH:23]=[CH:22][C:21]([O:24][C:25]([F:28])([F:27])[F:26])=[CH:20][CH:19]=2)[C:6]=1[C:7](=[O:17])[C:8]1[CH:13]=[CH:12][C:11]([CH:14]([CH3:16])[CH3:15])=[CH:10][CH:9]=1.[CH3:37][S:38]([NH2:41])(=[O:40])=[O:39]. Product: [CH:14]([C:11]1[CH:12]=[CH:13][C:8]([C:7]([C:6]2[C@@H:5]([C:18]3[CH:23]=[CH:22][C:21]([O:24][C:25]([F:26])([F:28])[F:27])=[CH:20][CH:19]=3)[N:4]([C:29]3[N:30]=[N:31][C:32]([CH3:35])=[CH:33][CH:34]=3)[C:3](=[O:36])[C:2]=2[NH:41][S:38]([CH3:37])(=[O:40])=[O:39])=[O:17])=[CH:9][CH:10]=1)([CH3:16])[CH3:15]. The catalyst class is: 16. (5) Reactant: [OH:1][C:2]1[CH:28]=[CH:27][C:5]2[N:6]=[C:7]([C:9]3[N:14]=[CH:13][C:12]([O:15][CH2:16][C@@H:17]([NH:19][C:20](=[O:26])[O:21][C:22]([CH3:25])([CH3:24])[CH3:23])[CH3:18])=[CH:11][CH:10]=3)[O:8][C:4]=2[CH:3]=1.Br[CH2:30][C:31](=[O:33])[CH3:32].C(=O)([O-])[O-].[K+].[K+].CN(C=O)C. Product: [CH3:18][C@H:17]([NH:19][C:20](=[O:26])[O:21][C:22]([CH3:23])([CH3:24])[CH3:25])[CH2:16][O:15][C:12]1[CH:13]=[N:14][C:9]([C:7]2[O:8][C:4]3[CH:3]=[C:2]([O:1][CH2:30][C:31](=[O:33])[CH3:32])[CH:28]=[CH:27][C:5]=3[N:6]=2)=[CH:10][CH:11]=1. The catalyst class is: 6.